From a dataset of Forward reaction prediction with 1.9M reactions from USPTO patents (1976-2016). Predict the product of the given reaction. (1) Given the reactants [C:1]1(P(C2C=CC=CC=2)C2C=CC=CC=2)C=CC=CC=1.N(C(OCC)=O)=NC(OCC)=O.CO.[C:34]([O:38][C:39]([N:41]1[CH2:46][CH2:45][C@@H:44]([C:47]2[CH:52]=[CH:51][CH:50]=[CH:49][C:48]=2[CH3:53])[C@@H:43]([C:54]([OH:56])=[O:55])[CH2:42]1)=[O:40])([CH3:37])([CH3:36])[CH3:35], predict the reaction product. The product is: [CH3:1][O:55][C:54]([C@@H:43]1[C@H:44]([C:47]2[CH:52]=[CH:51][CH:50]=[CH:49][C:48]=2[CH3:53])[CH2:45][CH2:46][N:41]([C:39]([O:38][C:34]([CH3:37])([CH3:35])[CH3:36])=[O:40])[CH2:42]1)=[O:56]. (2) Given the reactants Cl[Si](C)(C)[CH3:3].[CH2:6]([N:13]1[CH2:18][CH:17]([OH:19])[CH2:16][CH:15]([C:20]([OH:22])=[O:21])[CH2:14]1)[C:7]1[CH:12]=[CH:11][CH:10]=[CH:9][CH:8]=1, predict the reaction product. The product is: [CH2:6]([N:13]1[CH2:18][CH:17]([OH:19])[CH2:16][CH:15]([C:20]([O:22][CH3:3])=[O:21])[CH2:14]1)[C:7]1[CH:8]=[CH:9][CH:10]=[CH:11][CH:12]=1. (3) Given the reactants [CH2:1]([C@H:6]1[CH2:8][C@H:7]1[CH2:9][C@@H:10]1[CH2:12][C@H:11]1[CH2:13][CH2:14][CH2:15][CH2:16][CH2:17][CH2:18][CH2:19][CH2:20][OH:21])[CH2:2][CH2:3][CH2:4][CH3:5].C([C@@H]1C[C@@H]1C[C@@H]1C[C@H]1CCCCCCCC[OH:42])CCCC, predict the reaction product. The product is: [CH2:1]([C@@H:6]1[CH2:8][C@@H:7]1[CH2:9][C@@H:10]1[CH2:12][C@H:11]1[CH2:13][CH2:14][CH2:15][CH2:16][CH2:17][CH2:18][CH2:19][C:20]([OH:42])=[O:21])[CH2:2][CH2:3][CH2:4][CH3:5].